From a dataset of Reaction yield outcomes from USPTO patents with 853,638 reactions. Predict the reaction yield, written as a fraction of the theoretical maximum amount of product (1.0 means a 100% yield; for example, 0.34 means a 34% yield). (1) The reactants are [F:1][C:2]1[CH:7]=[CH:6][CH:5]=[CH:4][C:3]=1[O:8][CH3:9].[Li]C(CC)C.CN(C)[CH:17]=[O:18].Cl. The catalyst is O1CCCC1.C(OC)(C)(C)C. The product is [F:1][C:2]1[C:3]([O:8][CH3:9])=[CH:4][CH:5]=[CH:6][C:7]=1[CH:17]=[O:18]. The yield is 0.692. (2) The reactants are [C:1]([NH:4][C:5]1[CH:6]=[C:7]([OH:11])[CH:8]=[CH:9][CH:10]=1)(=[O:3])[CH3:2].[Br:12]Br. The catalyst is C(O)(=O)C. The product is [Br:12][C:8]1[CH:9]=[CH:10][C:5]([NH:4][C:1](=[O:3])[CH3:2])=[CH:6][C:7]=1[OH:11]. The yield is 0.970. (3) The reactants are [NH:1]1[CH2:6][CH2:5][O:4][CH2:3][CH2:2]1.CC(C)=O.[Br:11][CH2:12][CH2:13][CH2:14]Br. No catalyst specified. The product is [Br:11][CH2:12][CH2:13][CH2:14][N:1]1[CH2:6][CH2:5][O:4][CH2:3][CH2:2]1. The yield is 0.160.